This data is from Full USPTO retrosynthesis dataset with 1.9M reactions from patents (1976-2016). The task is: Predict the reactants needed to synthesize the given product. Given the product [Cl:1][C:2]1[C:3]([OH:13])=[C:4]([CH:8]=[C:9]([Cl:12])[C:10]=1[OH:11])[C:5]([OH:7])=[O:6], predict the reactants needed to synthesize it. The reactants are: [Cl:1][C:2]1[C:3]([OH:13])=[C:4]([CH:8]=[C:9]([Cl:12])[C:10]=1[OH:11])[C:5]([O-:7])=[O:6].